Dataset: Reaction yield outcomes from USPTO patents with 853,638 reactions. Task: Predict the reaction yield, written as a fraction of the theoretical maximum amount of product (1.0 means a 100% yield; for example, 0.34 means a 34% yield). (1) The reactants are [Cl:1][C:2]1[C:7]([Cl:8])=[CH:6][C:5]([C:9](=[O:11])[CH3:10])=[C:4]([OH:12])[C:3]=1[I:13].[C:14](=O)([O-])[O-].[K+].[K+].CI. The catalyst is CN(C)C=O.O. The product is [Cl:1][C:2]1[C:7]([Cl:8])=[CH:6][C:5]([C:9](=[O:11])[CH3:10])=[C:4]([O:12][CH3:14])[C:3]=1[I:13]. The yield is 0.840. (2) The reactants are Cl[C:2]1[CH:3]=[C:4]([C:9]2[N:13]3[C:14]4[N:22]=[C:21]([O:23][CH3:24])[CH:20]=[CH:19][C:15]=4[N:16]=[C:17]([CH3:18])[C:12]3=[C:11]([CH3:25])[N:10]=2)[CH:5]=[C:6]([Cl:8])[CH:7]=1.[Cl:26]C1C=CC(Cl)=CC=1B(O)O.C([O-])([O-])=O.[K+].[K+]. The catalyst is C1C=CC([P]([Pd]([P](C2C=CC=CC=2)(C2C=CC=CC=2)C2C=CC=CC=2)([P](C2C=CC=CC=2)(C2C=CC=CC=2)C2C=CC=CC=2)[P](C2C=CC=CC=2)(C2C=CC=CC=2)C2C=CC=CC=2)(C2C=CC=CC=2)C2C=CC=CC=2)=CC=1. The product is [Cl:26][C:3]1[CH:2]=[CH:7][C:6]([Cl:8])=[CH:5][C:4]=1[C:9]1[N:13]2[C:14]3[N:22]=[C:21]([O:23][CH3:24])[CH:20]=[CH:19][C:15]=3[N:16]=[C:17]([CH3:18])[C:12]2=[C:11]([CH3:25])[N:10]=1. The yield is 0.800.